Dataset: Forward reaction prediction with 1.9M reactions from USPTO patents (1976-2016). Task: Predict the product of the given reaction. (1) Given the reactants [C:1]([O:5][C:6]([N:8]1[C:16]2[C:11](=[CH:12][C:13]([CH:17]=O)=[CH:14][CH:15]=2)[CH:10]=[C:9]1[C:19]1[C:20](=[O:29])[NH:21][C:22]2[C:27]([CH:28]=1)=[CH:26][CH:25]=[CH:24][CH:23]=2)=[O:7])([CH3:4])([CH3:3])[CH3:2].C(O)(=O)C.[CH3:34][S:35]([N:38]1[CH2:43][CH2:42][NH:41][CH2:40][CH2:39]1)(=[O:37])=[O:36].C(O[BH-](OC(=O)C)OC(=O)C)(=O)C.[Na+].[O-]S([O-])(=O)=O.[Mg+2].[H-], predict the reaction product. The product is: [C:1]([O:5][C:6]([N:8]1[C:16]2[C:11](=[CH:12][C:13]([CH2:17][N:41]3[CH2:42][CH2:43][N:38]([S:35]([CH3:34])(=[O:37])=[O:36])[CH2:39][CH2:40]3)=[CH:14][CH:15]=2)[CH:10]=[C:9]1[C:19]1[C:20](=[O:29])[NH:21][C:22]2[C:27]([CH:28]=1)=[CH:26][CH:25]=[CH:24][CH:23]=2)=[O:7])([CH3:3])([CH3:4])[CH3:2]. (2) Given the reactants [CH3:1][O:2][C:3]([C:5]1[CH:14]=[C:13]([O:15]C(=O)C)[C:12]2[C:7](=[CH:8][CH:9]=[C:10]([F:19])[CH:11]=2)[CH:6]=1)=[O:4].C[O-].[Na+].Cl, predict the reaction product. The product is: [CH3:1][O:2][C:3]([C:5]1[CH:14]=[C:13]([OH:15])[C:12]2[C:7](=[CH:8][CH:9]=[C:10]([F:19])[CH:11]=2)[CH:6]=1)=[O:4]. (3) Given the reactants [C:1]([C:3]1[CH:12]=[C:11]2[C:6]([CH:7]=[CH:8][C:9]([N:13]3[CH2:18][CH2:17][N:16](C(=O)C(F)(F)F)[C@H:15]([CH3:25])[CH2:14]3)=[CH:10]2)=[CH:5][CH:4]=1)#[N:2].[BH4-].[Na+], predict the reaction product. The product is: [C:1]([C:3]1[CH:12]=[C:11]2[C:6]([CH:7]=[CH:8][C:9]([N:13]3[CH2:18][CH2:17][NH:16][C@H:15]([CH3:25])[CH2:14]3)=[CH:10]2)=[CH:5][CH:4]=1)#[N:2]. (4) Given the reactants [Cl:1][C:2]1[CH:9]=[C:8]([Cl:10])[CH:7]=[CH:6][C:3]=1[CH:4]=O.[CH3:11][C:12]([CH3:14])=[O:13].[OH-].[Na+], predict the reaction product. The product is: [Cl:1][C:2]1[CH:9]=[C:8]([Cl:10])[CH:7]=[CH:6][C:3]=1/[CH:4]=[CH:11]/[C:12](=[O:13])[CH3:14]. (5) Given the reactants [OH:1][CH:2]=[C:3]([C:8]1[CH:13]=[CH:12][CH:11]=[CH:10][C:9]=1[CH2:14][O:15][C:16]1[CH:21]=[C:20]([C:22]([F:25])([F:24])[F:23])[N:19]=[C:18]([O:26][CH:27]([CH3:29])[CH3:28])[N:17]=1)[C:4]([O:6][CH3:7])=[O:5].[C:30]1(C)C=CC=CC=1.S(OC)(OC)(=O)=O.[OH-].[Na+], predict the reaction product. The product is: [CH3:30][O:1][CH:2]=[C:3]([C:8]1[CH:13]=[CH:12][CH:11]=[CH:10][C:9]=1[CH2:14][O:15][C:16]1[CH:21]=[C:20]([C:22]([F:25])([F:23])[F:24])[N:19]=[C:18]([O:26][CH:27]([CH3:29])[CH3:28])[N:17]=1)[C:4]([O:6][CH3:7])=[O:5]. (6) Given the reactants [Cl:1][C:2]1[CH:7]=[C:6]([F:8])[CH:5]=[CH:4][C:3]=1[NH:9][S:10]([CH:13]1[CH2:22][CH2:21][C:16]2([O:20][CH2:19][CH2:18][O:17]2)[CH:15]=[C:14]1[C:23]([O:25]CC)=[O:24])(=[O:12])=[O:11].[OH-].[Li+].Cl, predict the reaction product. The product is: [Cl:1][C:2]1[CH:7]=[C:6]([F:8])[CH:5]=[CH:4][C:3]=1[NH:9][S:10]([CH:13]1[CH2:22][CH2:21][C:16]2([O:17][CH2:18][CH2:19][O:20]2)[CH:15]=[C:14]1[C:23]([OH:25])=[O:24])(=[O:12])=[O:11]. (7) Given the reactants S(Cl)(Cl)=O.[F:5][C:6]1[CH:11]=[CH:10][C:9]([CH:12]([C:14]2[CH:19]=[CH:18][CH:17]=[CH:16][CH:15]=2)O)=[CH:8][CH:7]=1.C(=O)([O-])O.[Na+].[NH:25]1[CH2:30][CH2:29][NH:28][CH2:27][CH2:26]1.[I-].[K+].C(=O)([O-])[O-].[K+].[K+], predict the reaction product. The product is: [F:5][C:6]1[CH:11]=[CH:10][C:9]([CH:12]([C:14]2[CH:19]=[CH:18][CH:17]=[CH:16][CH:15]=2)[N:25]2[CH2:30][CH2:29][NH:28][CH2:27][CH2:26]2)=[CH:8][CH:7]=1.